From a dataset of Forward reaction prediction with 1.9M reactions from USPTO patents (1976-2016). Predict the product of the given reaction. (1) The product is: [CH3:10][C:11]1[CH:16]=[C:15]([C:17]2[NH:21][CH:20]=[N:19][N:18]=2)[CH:14]=[CH:13][C:12]=1[C:28]1[N:33]=[C:32]2[NH:34][C:35]3([CH2:39][CH2:40]3)[C:36](=[O:38])[NH:37][C:31]2=[N:30][CH:29]=1. Given the reactants Cl.O.FC(F)(F)C(O)=O.[CH3:10][C:11]1[CH:16]=[C:15]([C:17]2[N:21](C3CCCCO3)[CH:20]=[N:19][N:18]=2)[CH:14]=[CH:13][C:12]=1[C:28]1[N:33]=[C:32]2[NH:34][C:35]3([CH2:40][CH2:39]3)[C:36](=[O:38])[NH:37][C:31]2=[N:30][CH:29]=1, predict the reaction product. (2) Given the reactants [CH3:1][O:2][C:3]1[CH:12]=[C:11]([C:13]([O:15][CH3:16])=[O:14])[CH:10]=[C:9]([N+:17]([O-])=O)[C:4]=1[C:5]([O:7][CH3:8])=[O:6].C(O)(=O)C, predict the reaction product. The product is: [NH2:17][C:9]1[CH:10]=[C:11]([C:13]([O:15][CH3:16])=[O:14])[CH:12]=[C:3]([O:2][CH3:1])[C:4]=1[C:5]([O:7][CH3:8])=[O:6]. (3) Given the reactants [S:1]1[C:5]([NH2:6])=[N:4][CH:3]=[N:2]1.C(N(CC)CC)C.[S:14](Cl)(Cl)(=[O:16])=[O:15].Cl.[Cl:20][C:21]1[N:30]=[CH:29][CH:28]=[C:27]2[C:22]=1[CH2:23][CH2:24][NH:25][CH2:26]2.C(O)(=O)CC(CC(O)=O)(C(O)=O)O, predict the reaction product. The product is: [Cl:20][C:21]1[N:30]=[CH:29][CH:28]=[C:27]2[C:22]=1[CH2:23][CH2:24][N:25]([S:14]([NH:6][C:5]1[S:1][N:2]=[CH:3][N:4]=1)(=[O:16])=[O:15])[CH2:26]2. (4) Given the reactants C([NH:9][C:10]([NH:12][C:13]1[C:18]([O:19][CH2:20][C:21]2[CH:26]=[CH:25][CH:24]=[CH:23][CH:22]=2)=[CH:17][CH:16]=[CH:15][N:14]=1)=[S:11])(=O)C1C=CC=CC=1.C(=O)([O-])[O-].[K+].[K+].CCO, predict the reaction product. The product is: [CH2:20]([O:19][C:18]1[C:13]([NH:12][C:10]([NH2:9])=[S:11])=[N:14][CH:15]=[CH:16][CH:17]=1)[C:21]1[CH:22]=[CH:23][CH:24]=[CH:25][CH:26]=1. (5) Given the reactants C(OC([NH:11][C:12]1([C:18]([OH:20])=O)[CH2:17][CH2:16][CH2:15][CH2:14][CH2:13]1)=O)C1C=CC=CC=1.Cl.[NH2:22][CH2:23][C:24]#[N:25].CN(C(ON1N=NC2C=CC=NC1=2)=[N+](C)C)C.F[P-](F)(F)(F)(F)F.C(N(CC)CC)C.[CH3:57][S:58]([OH:61])(=[O:60])=[O:59], predict the reaction product. The product is: [CH3:57][S:58]([OH:61])(=[O:60])=[O:59].[NH2:11][C:12]1([C:18]([NH:25][CH2:24][C:23]#[N:22])=[O:20])[CH2:13][CH2:14][CH2:15][CH2:16][CH2:17]1. (6) Given the reactants Cl.Cl.[NH2:3][CH2:4][C:5]1[NH:6][C:7]2[C:12]([C:13](=[O:16])[C:14]=1[CH3:15])=[CH:11][CH:10]=[CH:9][CH:8]=2.Cl[C:18]([O:20][CH2:21][CH2:22][CH2:23][CH2:24][CH3:25])=[O:19], predict the reaction product. The product is: [CH3:15][C:14]1[C:13](=[O:16])[C:12]2[C:7](=[CH:8][CH:9]=[CH:10][CH:11]=2)[NH:6][C:5]=1[CH2:4][NH:3][C:18](=[O:19])[O:20][CH2:21][CH2:22][CH2:23][CH2:24][CH3:25]. (7) Given the reactants [N:1]1[CH:6]=[CH:5][CH:4]=[CH:3][C:2]=1[C:7]1([OH:13])[CH2:12][CH2:11][NH:10][CH2:9][CH2:8]1.[Cl:14][C:15]1[N:16]=[C:17]([N:26]2[CH2:31][CH2:30][O:29][CH2:28][CH2:27]2)[C:18]2[S:23][C:22]([CH:24]=O)=[CH:21][C:19]=2[N:20]=1, predict the reaction product. The product is: [Cl:14][C:15]1[N:16]=[C:17]([N:26]2[CH2:27][CH2:28][O:29][CH2:30][CH2:31]2)[C:18]2[S:23][C:22]([CH2:24][N:10]3[CH2:9][CH2:8][C:7]([OH:13])([CH:2]4[CH:3]=[CH:4][CH:5]=[CH:6][NH:1]4)[CH2:12][CH2:11]3)=[CH:21][C:19]=2[N:20]=1. (8) Given the reactants COC1C=CC(C[N:8]2[C:16]3[CH:15]=[CH:14][N:13]=[C:12]([NH:17][CH:18]4[CH2:23][CH2:22][O:21][CH2:20][CH2:19]4)[C:11]=3[C:10]([C:24]3[CH:29]=[C:28]([C:30]([F:33])([F:32])[F:31])N=[CH:26][N:25]=3)=[N:9]2)=CC=1.[CH3:36]OC1C=CC(CN2C3C=CN=C(NC4CCOCC4)C=3C([Sn](C)(C)C)=N2)=CC=1.BrC1C=C(C(F)(F)F)N=CN=1.[Li+].[Cl-], predict the reaction product. The product is: [O:21]1[CH2:20][CH2:19][CH:18]([NH:17][C:12]2[C:11]3[C:10]([C:24]4[CH:29]=[C:28]([C:30]([F:31])([F:33])[F:32])[CH:36]=[CH:26][N:25]=4)=[N:9][NH:8][C:16]=3[CH:15]=[CH:14][N:13]=2)[CH2:23][CH2:22]1.